From a dataset of Catalyst prediction with 721,799 reactions and 888 catalyst types from USPTO. Predict which catalyst facilitates the given reaction. (1) Reactant: [CH2:1]([O:3][P:4]([N:9]1[CH2:22][CH2:21][CH2:20][N:19](P(OCC)(OCC)=O)[CH2:18][CH2:17][N:16](P(OCC)(OCC)=O)[CH2:15][CH2:14][CH2:13][NH:12][CH2:11][CH2:10]1)([O:6][CH2:7][CH3:8])=[O:5])[CH3:2].C([O-])([O-])=O.[K+].[K+].BrCC1C=CC(CBr)=CC=1. Product: [CH2:7]([O:6][P:4]([N:9]1[CH2:22][CH2:21][CH2:20][NH:19][CH2:18][CH2:17][NH:16][CH2:15][CH2:14][CH2:13][NH:12][CH2:11][CH2:10]1)([O:3][CH2:1][CH3:2])=[O:5])[CH3:8]. The catalyst class is: 23. (2) Reactant: [C:1]([NH:4][C:5]1[S:6][CH:7]=[C:8]([C:10]([NH:12][C:13]2[CH:18]=[CH:17][C:16]([NH:19]C(=O)OC(C)(C)C)=[CH:15][CH:14]=2)=[O:11])[N:9]=1)(=[O:3])[CH3:2].[ClH:27]. Product: [ClH:27].[C:1]([NH:4][C:5]1[S:6][CH:7]=[C:8]([C:10]([NH:12][C:13]2[CH:18]=[CH:17][C:16]([NH2:19])=[CH:15][CH:14]=2)=[O:11])[N:9]=1)(=[O:3])[CH3:2]. The catalyst class is: 125. (3) Reactant: [CH3:1][Al](C)C.Cl[C:6]1[N:7]=[CH:8][CH:9]=[C:10]2[CH:14]=[N:13][NH:12][C:11]=12.[NH4+].[Cl-]. Product: [CH3:1][C:6]1[N:7]=[CH:8][CH:9]=[C:10]2[CH:14]=[N:13][NH:12][C:11]=12. The catalyst class is: 176. (4) Reactant: [CH2:1]([O:8][C:9]1[CH:14]=[CH:13][N:12]([C:15]2[CH:20]=[CH:19][C:18]3[C:21]4[CH2:22][NH:23][CH2:24][CH2:25][C:26]=4[O:27][C:17]=3[CH:16]=2)[C:11](=[O:28])[CH:10]=1)[C:2]1[CH:7]=[CH:6][CH:5]=[CH:4][CH:3]=1.[ClH:29].CCOCC. Product: [ClH:29].[CH2:1]([O:8][C:9]1[CH:14]=[CH:13][N:12]([C:15]2[CH:20]=[CH:19][C:18]3[C:21]4[CH2:22][NH:23][CH2:24][CH2:25][C:26]=4[O:27][C:17]=3[CH:16]=2)[C:11](=[O:28])[CH:10]=1)[C:2]1[CH:7]=[CH:6][CH:5]=[CH:4][CH:3]=1. The catalyst class is: 5.